Dataset: Catalyst prediction with 721,799 reactions and 888 catalyst types from USPTO. Task: Predict which catalyst facilitates the given reaction. (1) Reactant: [CH2:1]([N:3](CC)CC)C.Cl.C(N=C=NCCCN(C)C)C.Cl.[CH3:21][O:22][C:23]1[CH:24]=[C:25]2[C:30](=[C:31]3[CH2:35][C:34]([CH3:37])([CH3:36])[O:33][C:32]=13)[C:29]([C:38]1[CH:39]=[C:40]([NH:44][C:45]([C:47]3[CH:55]=[CH:54][C:50]([C:51](O)=[O:52])=[CH:49][CH:48]=3)=[O:46])[CH:41]=[CH:42][CH:43]=1)=[N:28][C:27]([CH3:57])([CH3:56])[CH2:26]2.CN.CO.ON1C2C=CC=CC=2N=N1. Product: [CH3:1][NH:3][C:51]([C:50]1[CH:54]=[CH:55][C:47]([C:45]([NH:44][C:40]2[CH:41]=[CH:42][CH:43]=[C:38]([C:29]3[C:30]4[C:25](=[CH:24][C:23]([O:22][CH3:21])=[C:32]5[O:33][C:34]([CH3:36])([CH3:37])[CH2:35][C:31]5=4)[CH2:26][C:27]([CH3:56])([CH3:57])[N:28]=3)[CH:39]=2)=[O:46])=[CH:48][CH:49]=1)=[O:52]. The catalyst class is: 35. (2) Reactant: [CH:1]([NH:3][C:4]1[S:5][CH:6]=[C:7]([CH2:9][C:10]([OH:12])=O)[N:8]=1)=[O:2].C1C=CC2N(O)N=NC=2C=1.CCN=C=NCCCN(C)C.Cl.[NH2:35][C:36]1[CH:41]=[CH:40][C:39]([NH:42][C:43]([C:45]2[C:46]([C:51]3[CH:56]=[CH:55][C:54]([C:57]([F:60])([F:59])[F:58])=[CH:53][CH:52]=3)=[CH:47][CH:48]=[CH:49][CH:50]=2)=[O:44])=[CH:38][CH:37]=1. Product: [CH:1]([NH:3][C:4]1[S:5][CH:6]=[C:7]([CH2:9][C:10]([NH:35][C:36]2[CH:41]=[CH:40][C:39]([NH:42][C:43]([C:45]3[C:46]([C:51]4[CH:56]=[CH:55][C:54]([C:57]([F:58])([F:59])[F:60])=[CH:53][CH:52]=4)=[CH:47][CH:48]=[CH:49][CH:50]=3)=[O:44])=[CH:38][CH:37]=2)=[O:12])[N:8]=1)=[O:2]. The catalyst class is: 289.